From a dataset of Full USPTO retrosynthesis dataset with 1.9M reactions from patents (1976-2016). Predict the reactants needed to synthesize the given product. (1) Given the product [N+:16]([C:13]1[CH:14]=[CH:15][C:10]([NH:8][CH2:7][CH2:6][N:1]2[CH:5]=[CH:4][CH:3]=[N:2]2)=[N:11][CH:12]=1)([O-:18])=[O:17], predict the reactants needed to synthesize it. The reactants are: [N:1]1([CH2:6][CH2:7][NH2:8])[CH:5]=[CH:4][CH:3]=[N:2]1.Cl[C:10]1[CH:15]=[CH:14][C:13]([N+:16]([O-:18])=[O:17])=[CH:12][N:11]=1.C(N(CC)CC)C. (2) Given the product [C:1]([C:3]1[CH:4]=[CH:5][C:6]([CH2:7][NH:8][C:9](=[O:31])[CH:10]([C:14]2[C:19]([F:20])=[CH:18][C:17]([C:36]3[CH:41]=[CH:40][N:39]=[CH:38][CH:37]=3)=[CH:16][C:15]=2[F:30])[O:11][CH2:12][CH3:13])=[CH:32][CH:33]=1)#[N:2], predict the reactants needed to synthesize it. The reactants are: [C:1]([C:3]1[CH:33]=[CH:32][C:6]([CH2:7][NH:8][C:9](=[O:31])[CH:10]([C:14]2[C:19]([F:20])=[CH:18][C:17](B3OC(C)(C)C(C)(C)O3)=[CH:16][C:15]=2[F:30])[O:11][CH2:12][CH3:13])=[CH:5][CH:4]=1)#[N:2].Cl.Br[C:36]1[CH:41]=[CH:40][N:39]=[CH:38][CH:37]=1.C(=O)([O-])[O-].[Na+].[Na+].